Dataset: Reaction yield outcomes from USPTO patents with 853,638 reactions. Task: Predict the reaction yield, written as a fraction of the theoretical maximum amount of product (1.0 means a 100% yield; for example, 0.34 means a 34% yield). (1) The reactants are CN1CCOCC1.[N:8]1([C:13]2[CH:18]=[CH:17][C:16]([C:19]3([C:22]([OH:24])=O)[CH2:21][CH2:20]3)=[CH:15][CH:14]=2)[CH:12]=[CH:11][CH:10]=[N:9]1.Cl.Cl.[NH:27]1[CH2:31][CH2:30][C:29]2([C:39]3[CH:38]=[CH:37][N:36]=[CH:35][C:34]=3[C:33](=[O:40])[O:32]2)[CH2:28]1.F[P-](F)(F)(F)(F)F.N1(O[P+](N(C)C)(N(C)C)N(C)C)C2C=CC=CC=2N=N1.C(O)(C(F)(F)F)=O. The catalyst is CN(C=O)C. The product is [N:8]1([C:13]2[CH:14]=[CH:15][C:16]([C:19]3([C:22]([N:27]4[CH2:31][CH2:30][C@@:29]5([C:39]6[CH:38]=[CH:37][N:36]=[CH:35][C:34]=6[C:33](=[O:40])[O:32]5)[CH2:28]4)=[O:24])[CH2:20][CH2:21]3)=[CH:17][CH:18]=2)[CH:12]=[CH:11][CH:10]=[N:9]1. The yield is 0.300. (2) The reactants are Br[C:2]1[S:6][C:5]2[CH:7]=[CH:8][C:9]([Cl:11])=[CH:10][C:4]=2[C:3]=1[CH3:12].[B:13](OC(C)C)([O:18]C(C)C)[O:14]C(C)C.C([Li])CCC. The catalyst is C1COCC1.C1(C)C=CC=CC=1. The product is [Cl:11][C:9]1[CH:8]=[CH:7][C:5]2[S:6][C:2]([B:13]([OH:18])[OH:14])=[C:3]([CH3:12])[C:4]=2[CH:10]=1. The yield is 0.850.